From a dataset of Full USPTO retrosynthesis dataset with 1.9M reactions from patents (1976-2016). Predict the reactants needed to synthesize the given product. (1) Given the product [CH2:1]([O:3][C:4]1[CH:5]=[CH:6][C:7]2[N:8]([C:13]([C:14]([O:16][CH2:17][CH3:18])=[O:15])=[N:11][N:10]=2)[CH:9]=1)[CH3:2], predict the reactants needed to synthesize it. The reactants are: [CH2:1]([O:3][C:4]1[CH:5]=[CH:6][C:7]([NH:10][NH2:11])=[N:8][CH:9]=1)[CH3:2].O=[CH:13][C:14]([O:16][CH2:17][CH3:18])=[O:15].C(OI(C1C=CC=CC=1)OC(=O)C)(=O)C. (2) The reactants are: [N:1]1[CH:6]=[CH:5][C:4]([C:7]2([C:12]([O:14][CH2:15][CH3:16])=[O:13])[CH2:11][CH2:10][CH2:9][CH2:8]2)=[CH:3][CH:2]=1.[CH2:17](Br)[C:18]1[CH:23]=[CH:22][CH:21]=[CH:20][CH:19]=1. Given the product [CH2:17]([N:1]1[CH2:6][CH2:5][CH:4]([C:7]2([C:12]([O:14][CH2:15][CH3:16])=[O:13])[CH2:11][CH2:10][CH2:9][CH2:8]2)[CH2:3][CH2:2]1)[C:18]1[CH:23]=[CH:22][CH:21]=[CH:20][CH:19]=1, predict the reactants needed to synthesize it.